This data is from Reaction yield outcomes from USPTO patents with 853,638 reactions. The task is: Predict the reaction yield, written as a fraction of the theoretical maximum amount of product (1.0 means a 100% yield; for example, 0.34 means a 34% yield). The reactants are Br[C:2]1[C:7](=[O:8])[N:6]([C:9]([O:11][C:12]([CH3:15])([CH3:14])[CH3:13])=[O:10])[N:5]=[CH:4][C:3]=1[N:16]1[CH2:21][CH2:20][CH:19]([C:22]2[CH:27]=[CH:26][CH:25]=[CH:24][CH:23]=2)[CH2:18][CH2:17]1.[CH3:28]C1(C)CCCB(C)O1.C(=O)([O-])[O-].[Cs+].[Cs+]. The catalyst is O1CCOCC1.O.C(Cl)Cl.C1C=CC(P(C2C=CC=CC=2)[C-]2C=CC=C2)=CC=1.C1C=CC(P(C2C=CC=CC=2)[C-]2C=CC=C2)=CC=1.Cl[Pd]Cl.[Fe+2]. The product is [CH3:28][C:2]1[C:7](=[O:8])[N:6]([C:9]([O:11][C:12]([CH3:15])([CH3:14])[CH3:13])=[O:10])[N:5]=[CH:4][C:3]=1[N:16]1[CH2:21][CH2:20][CH:19]([C:22]2[CH:27]=[CH:26][CH:25]=[CH:24][CH:23]=2)[CH2:18][CH2:17]1. The yield is 0.519.